From a dataset of Full USPTO retrosynthesis dataset with 1.9M reactions from patents (1976-2016). Predict the reactants needed to synthesize the given product. Given the product [CH:26]1([CH2:25][N:22]2[C:23](=[O:24])[C@@H:17]([NH:16][C:15]([C@@H:13]([O:12][C:11](=[O:10])[NH:42][CH2:41][C:40]([F:47])([F:39])[C:43]([F:46])([F:45])[F:44])[CH3:14])=[O:37])[C:18]3[CH:36]=[CH:35][CH:34]=[CH:33][C:19]=3[C:20]3[CH:32]=[CH:31][CH:30]=[CH:29][C:21]2=3)[CH2:28][CH2:27]1, predict the reactants needed to synthesize it. The reactants are: [N+](C1C=CC([O:10][C:11](=O)[O:12][C@H:13]([C:15](=[O:37])[NH:16][C@@H:17]2[C:23](=[O:24])[N:22]([CH2:25][CH:26]3[CH2:28][CH2:27]3)[C:21]3[CH:29]=[CH:30][CH:31]=[CH:32][C:20]=3[C:19]3[CH:33]=[CH:34][CH:35]=[CH:36][C:18]2=3)[CH3:14])=CC=1)([O-])=O.[F:39][C:40]([F:47])([C:43]([F:46])([F:45])[F:44])[CH2:41][NH2:42].